This data is from Peptide-MHC class I binding affinity with 185,985 pairs from IEDB/IMGT. The task is: Regression. Given a peptide amino acid sequence and an MHC pseudo amino acid sequence, predict their binding affinity value. This is MHC class I binding data. (1) The MHC is HLA-A30:02 with pseudo-sequence HLA-A30:02. The peptide sequence is GTDLEGKFY. The binding affinity (normalized) is 0.331. (2) The peptide sequence is TLLVDLLWL. The MHC is HLA-A02:01 with pseudo-sequence HLA-A02:01. The binding affinity (normalized) is 1.00. (3) The peptide sequence is LPTWLGAAI. The MHC is HLA-A69:01 with pseudo-sequence HLA-A69:01. The binding affinity (normalized) is 0.268. (4) The peptide sequence is KIISEIGQL. The MHC is HLA-B27:05 with pseudo-sequence HLA-B27:05. The binding affinity (normalized) is 0.0847. (5) The peptide sequence is LIIGPMFSGK. The MHC is HLA-A33:01 with pseudo-sequence HLA-A33:01. The binding affinity (normalized) is 0.275.